This data is from Reaction yield outcomes from USPTO patents with 853,638 reactions. The task is: Predict the reaction yield, written as a fraction of the theoretical maximum amount of product (1.0 means a 100% yield; for example, 0.34 means a 34% yield). The reactants are [Cl:1][C:2]1[CH:28]=[CH:27][C:5]([CH2:6][N:7]2[C:12](=[O:13])[C:11]([O:14][CH3:15])=[N:10][N:9]([C:16]3[CH:17]=[C:18]([NH:22][C:23](=[O:25])[CH3:24])[CH:19]=[CH:20][CH:21]=3)[C:8]2=[O:26])=[CH:4][CH:3]=1.[H-].[Na+].[CH3:31]I. The yield is 0.750. The product is [Cl:1][C:2]1[CH:28]=[CH:27][C:5]([CH2:6][N:7]2[C:12](=[O:13])[C:11]([O:14][CH3:15])=[N:10][N:9]([C:16]3[CH:17]=[C:18]([N:22]([CH3:31])[C:23](=[O:25])[CH3:24])[CH:19]=[CH:20][CH:21]=3)[C:8]2=[O:26])=[CH:4][CH:3]=1. The catalyst is C1COCC1.[Cl-].[NH4+].